Dataset: Forward reaction prediction with 1.9M reactions from USPTO patents (1976-2016). Task: Predict the product of the given reaction. (1) Given the reactants [OH-:1].[K+].Cl.[NH2:4]O.[Br:6][C:7]1[CH:12]=[C:11]([F:13])[CH:10]=[CH:9][C:8]=1[CH2:14][C:15]#[N:16].[C:17]([O:25][CH3:26])(=[O:24])[C:18]#[C:19][C:20](OC)=[O:21], predict the reaction product. The product is: [CH3:26][O:25][C:17]([C:18]1[N:16]=[C:15]([CH2:14][C:8]2[CH:9]=[CH:10][C:11]([F:13])=[CH:12][C:7]=2[Br:6])[NH:4][C:20](=[O:21])[C:19]=1[OH:1])=[O:24]. (2) Given the reactants Cl.[NH2:2][C:3]1[CH:4]=[C:5]([S:10]([N:13]2[C:19](=[O:20])[CH:18]([CH2:21][C:22]3[CH:27]=[C:26]([Cl:28])[CH:25]=[CH:24][C:23]=3[O:29][CH3:30])[CH2:17][NH:16][C:15](=[O:31])[CH2:14]2)(=[O:12])=[O:11])[CH:6]=[CH:7][C:8]=1[Cl:9].[CH3:32][S:33](Cl)(=[O:35])=[O:34], predict the reaction product. The product is: [Cl:9][C:8]1[CH:7]=[CH:6][C:5]([S:10]([N:13]2[C:19](=[O:20])[CH:18]([CH2:21][C:22]3[CH:27]=[C:26]([Cl:28])[CH:25]=[CH:24][C:23]=3[O:29][CH3:30])[CH2:17][NH:16][C:15](=[O:31])[CH2:14]2)(=[O:12])=[O:11])=[CH:4][C:3]=1[NH:2][S:33]([CH3:32])(=[O:35])=[O:34]. (3) Given the reactants [Cl:1][C:2]1[CH:7]=[CH:6][C:5]([CH2:8][N:9]2[CH2:13][CH2:12][CH2:11][CH2:10]2)=[CH:4][C:3]=1[C:14]1[C:18]([C:19]2[N:23]=[CH:22][N:21](COCC[Si](C)(C)C)[N:20]=2)=[CH:17][N:16]([C:32]2[C:37]([CH3:38])=[CH:36][N:35]=[C:34]([NH:39][C:40](=[O:43])[O:41][CH3:42])[CH:33]=2)[N:15]=1.C(O)(C(F)(F)F)=O, predict the reaction product. The product is: [Cl:1][C:2]1[CH:7]=[CH:6][C:5]([CH2:8][N:9]2[CH2:13][CH2:12][CH2:11][CH2:10]2)=[CH:4][C:3]=1[C:14]1[C:18]([C:19]2[N:23]=[CH:22][NH:21][N:20]=2)=[CH:17][N:16]([C:32]2[C:37]([CH3:38])=[CH:36][N:35]=[C:34]([NH:39][C:40](=[O:43])[O:41][CH3:42])[CH:33]=2)[N:15]=1. (4) Given the reactants Cl.[CH2:2]([N:9]1[CH2:14][CH2:13][C:12](=[O:15])[CH:11]([C:16]([O:18][CH2:19][CH3:20])=[O:17])[CH2:10]1)[C:3]1[CH:8]=[CH:7][CH:6]=[CH:5][CH:4]=1.[CH3:21]N(C=O)C.[OH-].[K+].IC, predict the reaction product. The product is: [CH2:2]([N:9]1[CH2:14][CH2:13][C:12](=[O:15])[C:11]([CH3:21])([C:16]([O:18][CH2:19][CH3:20])=[O:17])[CH2:10]1)[C:3]1[CH:4]=[CH:5][CH:6]=[CH:7][CH:8]=1. (5) Given the reactants C([O:4][C@@H:5]1[C@@H:20]([O:21]C(=O)C)[C@H:19]([O:25]C(=O)C)[CH2:18][S:17][C@H:6]1[O:7][C:8]1[C:9]2[N:10]([N:14]=[CH:15][N:16]=2)[CH:11]=[CH:12][CH:13]=1)(=O)C.N, predict the reaction product. The product is: [O:7]([C:8]1[C:9]2[N:10]([N:14]=[CH:15][N:16]=2)[CH:11]=[CH:12][CH:13]=1)[C@@H:6]1[S:17][CH2:18][C@@H:19]([OH:25])[C@H:20]([OH:21])[C@H:5]1[OH:4]. (6) Given the reactants [NH2:1][C:2]1[CH:3]=[C:4]([C:9]2[CH:10]=[CH:11][C:12]3[O:18][CH2:17][CH2:16][N:15]([C:19]([C:21]4[CH:26]=[CH:25][C:24]([S:27]([CH3:30])(=[O:29])=[O:28])=[CH:23][CH:22]=4)=[O:20])[CH2:14][C:13]=3[CH:31]=2)[CH:5]=[CH:6][C:7]=1[NH2:8].C1N=CN([C:37](N2C=NC=C2)=[O:38])C=1, predict the reaction product. The product is: [CH3:30][S:27]([C:24]1[CH:25]=[CH:26][C:21]([C:19]([N:15]2[CH2:14][C:13]3[CH:31]=[C:9]([C:4]4[CH:5]=[CH:6][C:7]5[NH:8][C:37](=[O:38])[NH:1][C:2]=5[CH:3]=4)[CH:10]=[CH:11][C:12]=3[O:18][CH2:17][CH2:16]2)=[O:20])=[CH:22][CH:23]=1)(=[O:29])=[O:28]. (7) Given the reactants [Cl:1][C:2]1[CH:7]=[C:6]2[NH:8][C:9](=[O:35])[C:10]3([CH:15]([C:16]4[CH:21]=[CH:20][CH:19]=[C:18]([Cl:22])[CH:17]=4)[CH2:14][C:13](=[O:23])[NH:12][CH:11]3[C:24]3[CH:29]=[C:28](I)[CH:27]=[CH:26][C:25]=3[O:31][CH2:32][CH2:33][OH:34])[C:5]2=[CH:4][CH:3]=1.[CH2:36]([Sn](CCCC)(CCCC)C#CC)[CH2:37][CH2:38]C, predict the reaction product. The product is: [Cl:1][C:2]1[CH:7]=[C:6]2[NH:8][C:9](=[O:35])[C:10]3([CH:15]([C:16]4[CH:21]=[CH:20][CH:19]=[C:18]([Cl:22])[CH:17]=4)[CH2:14][C:13](=[O:23])[NH:12][CH:11]3[C:24]3[CH:29]=[C:28]([C:36]#[C:37][CH3:38])[CH:27]=[CH:26][C:25]=3[O:31][CH2:32][CH2:33][OH:34])[C:5]2=[CH:4][CH:3]=1.